Dataset: Forward reaction prediction with 1.9M reactions from USPTO patents (1976-2016). Task: Predict the product of the given reaction. (1) Given the reactants C1(CO[C:9]([NH:11][CH2:12][C:13]2[NH:17][C:16]3[CH:18]=[CH:19][CH:20]=[C:21]([N:22]4[CH2:27][CH2:26][N:25]([C:28]([O:30][C:31]([CH3:34])([CH3:33])[CH3:32])=[O:29])[CH2:24][CH2:23]4)[C:15]=3[N:14]=2)=O)C=CC=CC=1.[N:35]1[C:44]2[C:43](=O)[CH2:42][CH2:41][CH2:40][C:39]=2[CH:38]=[CH:37][CH:36]=1.C=O, predict the reaction product. The product is: [CH3:9][N:11]([CH2:12][C:13]1[NH:17][C:16]2[CH:18]=[CH:19][CH:20]=[C:21]([N:22]3[CH2:23][CH2:24][N:25]([C:28]([O:30][C:31]([CH3:32])([CH3:34])[CH3:33])=[O:29])[CH2:26][CH2:27]3)[C:15]=2[N:14]=1)[CH:43]1[C:44]2[N:35]=[CH:36][CH:37]=[CH:38][C:39]=2[CH2:40][CH2:41][CH2:42]1. (2) Given the reactants [CH3:1][C:2]1[C:11]([CH3:12])=[CH:10][C:5]2[N:6]=[C:7]([SH:9])[NH:8][C:4]=2[CH:3]=1.Cl.Cl[CH2:15][C:16]1[CH:22]=[CH:21][CH:20]=[CH:19][C:17]=1[NH2:18], predict the reaction product. The product is: [CH3:12][C:11]1[C:2]([CH3:1])=[CH:3][C:4]2[NH:8][C:7]([S:9][CH2:15][C:16]3[CH:22]=[CH:21][CH:20]=[CH:19][C:17]=3[NH2:18])=[N:6][C:5]=2[CH:10]=1. (3) Given the reactants [CH3:1][O:2][C:3]1[N:11]=[CH:10][CH:9]=[CH:8][C:4]=1[C:5]([OH:7])=[O:6].S(Cl)(Cl)=O.[C:16](Cl)(Cl)(Cl)Cl, predict the reaction product. The product is: [CH3:16][O:6][C:5](=[O:7])[C:4]1[CH:8]=[CH:9][CH:10]=[N:11][C:3]=1[O:2][CH3:1]. (4) Given the reactants C(OC([N:8]1[CH2:13][CH2:12][CH2:11][C@@H:10]([O:14][C:15]2[CH:20]=[CH:19][C:18]([NH:21][C:22]([C:24]3[S:25][C:26]([C:30]4[CH:35]=[CH:34][C:33]([Cl:36])=[CH:32][CH:31]=4)=[CH:27][C:28]=3C)=[O:23])=[CH:17][C:16]=2[O:37][CH3:38])[CH2:9]1)=O)(C)(C)C.[C:39]([Li])(C)(C)[CH3:40].CCCCC.CN(C)C=O.C1(C)C=CC(S(O)(=O)=O)=CC=1.[OH-].[Na+], predict the reaction product. The product is: [Cl:36][C:33]1[CH:34]=[CH:35][C:30]([C:26]2[S:25][C:24]3[C:22](=[O:23])[N:21]([C:18]4[CH:19]=[CH:20][C:15]([O:14][C@@H:10]5[CH2:11][CH2:12][CH2:13][NH:8][CH2:9]5)=[C:16]([O:37][CH3:38])[CH:17]=4)[CH:39]=[CH:40][C:28]=3[CH:27]=2)=[CH:31][CH:32]=1. (5) Given the reactants C(N(CC)CC)C.[CH:8]([N:11]([CH:15]([CH3:17])[CH3:16])[CH2:12][CH2:13][NH2:14])([CH3:10])[CH3:9].F[P-](F)(F)(F)(F)F.N1(O[P+](N(C)C)(N(C)C)N(C)C)C2C=CC=CC=2N=N1.[CH2:45]([NH:47][C:48]1[N:56]=[C:55]([C:57]2[CH:62]=[CH:61][C:60]([NH:63][C:64]([NH:66][CH2:67][C:68]3[CH:69]=[N:70][CH:71]=[CH:72][CH:73]=3)=[O:65])=[CH:59][CH:58]=2)[CH:54]=[CH:53][C:49]=1[C:50](O)=[O:51])[CH3:46], predict the reaction product. The product is: [CH:8]([N:11]([CH:15]([CH3:17])[CH3:16])[CH2:12][CH2:13][NH:14][C:50](=[O:51])[C:49]1[CH:53]=[CH:54][C:55]([C:57]2[CH:58]=[CH:59][C:60]([NH:63][C:64]([NH:66][CH2:67][C:68]3[CH:69]=[N:70][CH:71]=[CH:72][CH:73]=3)=[O:65])=[CH:61][CH:62]=2)=[N:56][C:48]=1[NH:47][CH2:45][CH3:46])([CH3:10])[CH3:9]. (6) Given the reactants [OH:1][C:2]1[C:7]([C:8]2[S:9][CH:10]=[CH:11][CH:12]=2)=[N:6][N:5]([CH2:13][CH2:14][CH:15]([CH3:17])[CH3:16])[C:4](=[O:18])[C:3]=1[C:19]1[NH:24][C:23]2[CH:25]=[CH:26][C:27]([CH:29]=[CH:30][S:31]([CH3:34])(=[O:33])=[O:32])=[CH:28][C:22]=2[S:21](=[O:36])(=[O:35])[N:20]=1, predict the reaction product. The product is: [OH:1][C:2]1[C:7]([C:8]2[S:9][CH:10]=[CH:11][CH:12]=2)=[N:6][N:5]([CH2:13][CH2:14][CH:15]([CH3:16])[CH3:17])[C:4](=[O:18])[C:3]=1[C:19]1[NH:24][C:23]2[CH:25]=[CH:26][C:27]([CH2:29][CH2:30][S:31]([CH3:34])(=[O:33])=[O:32])=[CH:28][C:22]=2[S:21](=[O:36])(=[O:35])[N:20]=1.